Dataset: Forward reaction prediction with 1.9M reactions from USPTO patents (1976-2016). Task: Predict the product of the given reaction. (1) Given the reactants [Cl:1][C:2]1[C:3]([C:8]2[CH2:11][CH2:10][C:9]=2[NH:12][C:13](=[O:24])[C:14]2[CH:19]=[CH:18][CH:17]=[CH:16][C:15]=2[C:20]([F:23])([F:22])[F:21])=[N:4][CH:5]=[CH:6][CH:7]=1.[H][H], predict the reaction product. The product is: [Cl:1][C:2]1[C:3]([C@@H:8]2[CH2:11][CH2:10][C@@H:9]2[NH:12][C:13](=[O:24])[C:14]2[CH:19]=[CH:18][CH:17]=[CH:16][C:15]=2[C:20]([F:23])([F:22])[F:21])=[N:4][CH:5]=[CH:6][CH:7]=1. (2) Given the reactants O=[C:2]1[C:9]2[CH:8]=[C:7]([C:10]([O:12][CH3:13])=[O:11])[NH:6][C:5]=2[CH2:4][CH2:3]1.C1C2C(=CC=CC=2)C=CC=1[Mg]Br.N#N.C[C:29]1[CH:30]=[C:31]([CH:45]=[CH:46][C:47]=1C)/[CH:32]=[C:33]1\CC[C:36]2NC(C(OC)=O)=[CH:39][C:40]\1=2, predict the reaction product. The product is: [CH:39]1[C:30]2[C:31](=[CH:45][CH:46]=[CH:47][CH:29]=2)[CH:32]=[CH:33][C:40]=1[CH2:36][CH:2]1[C:9]2[CH:8]=[C:7]([C:10]([O:12][CH3:13])=[O:11])[NH:6][C:5]=2[CH2:4][CH2:3]1.